This data is from Reaction yield outcomes from USPTO patents with 853,638 reactions. The task is: Predict the reaction yield, written as a fraction of the theoretical maximum amount of product (1.0 means a 100% yield; for example, 0.34 means a 34% yield). The reactants are [Cl:1][C:2]1[CH:3]=[C:4]([CH:9]2[CH:13]([NH:14][CH3:15])[CH2:12][N:11]([C:16]([CH:18]3[CH2:23][CH2:22][N:21]([C:24]([C:26]4([CH3:29])[CH2:28][CH2:27]4)=[O:25])[CH2:20][CH2:19]3)=[O:17])[CH2:10]2)[CH:5]=[CH:6][C:7]=1[Cl:8].C(N(CC)C(C)C)(C)C.[CH3:39][O:40][C:41]1[CH:49]=[CH:48][C:44]([C:45](Cl)=[O:46])=[CH:43][C:42]=1[C:50]([F:53])([F:52])[F:51]. The catalyst is C1COCC1. The product is [Cl:1][C:2]1[CH:3]=[C:4]([CH:9]2[CH2:10][N:11]([C:16]([CH:18]3[CH2:19][CH2:20][N:21]([C:24]([C:26]4([CH3:29])[CH2:27][CH2:28]4)=[O:25])[CH2:22][CH2:23]3)=[O:17])[CH2:12][CH:13]2[N:14]([CH3:15])[C:45](=[O:46])[C:44]2[CH:48]=[CH:49][C:41]([O:40][CH3:39])=[C:42]([C:50]([F:53])([F:52])[F:51])[CH:43]=2)[CH:5]=[CH:6][C:7]=1[Cl:8]. The yield is 0.790.